Dataset: Forward reaction prediction with 1.9M reactions from USPTO patents (1976-2016). Task: Predict the product of the given reaction. Given the reactants [CH:1]1([C:7]2[C:15]3[C:10](=[CH:11][C:12]([C:16]([O:18][CH3:19])=[O:17])=[CH:13][CH:14]=3)[NH:9][CH:8]=2)[CH2:6][CH2:5][CH2:4][CH2:3][CH2:2]1.C1C=C[NH+]=CC=1.[Br:26][Br-]Br, predict the reaction product. The product is: [Br:26][C:8]1[NH:9][C:10]2[C:15]([C:7]=1[CH:1]1[CH2:2][CH2:3][CH2:4][CH2:5][CH2:6]1)=[CH:14][CH:13]=[C:12]([C:16]([O:18][CH3:19])=[O:17])[CH:11]=2.